The task is: Binary Classification. Given a drug SMILES string, predict its activity (active/inactive) in a high-throughput screening assay against a specified biological target.. This data is from HIV replication inhibition screening data with 41,000+ compounds from the AIDS Antiviral Screen. (1) The molecule is CCC1(O)C(=O)OCc2c1cc(-c1ccc(Cl)cc1)nc2OC. The result is 0 (inactive). (2) The result is 0 (inactive). The compound is C[Ge](C)(CCC#N)Sc1ccccc1. (3) The result is 0 (inactive). The drug is O=c1[nH]nc2n1-c1ccccc1-n1c-2n[nH]c1=O. (4) The compound is CC1Cc2c(cc(N)nc2Br)NC1=O. The result is 0 (inactive).